This data is from Catalyst prediction with 721,799 reactions and 888 catalyst types from USPTO. The task is: Predict which catalyst facilitates the given reaction. (1) Reactant: [NH:1](C(OCC1C=CC=CC=1)=O)[C@@H:2]([C:13]([NH2:15])=[O:14])[CH2:3][C:4]1[C:12]2[C:7](=[CH:8][CH:9]=[CH:10][CH:11]=2)[NH:6][CH:5]=1.[ClH:26].O. Product: [ClH:26].[NH2:1][C@@H:2]([C:13]([NH2:15])=[O:14])[CH2:3][C:4]1[C:12]2[C:7](=[CH:8][CH:9]=[CH:10][CH:11]=2)[NH:6][CH:5]=1. The catalyst class is: 394. (2) Reactant: [NH2:1][CH2:2][C:3]([CH3:25])([CH3:24])[CH2:4][N:5]1[C:9]2=[N:10][C:11]([C:14]([O:16]CC)=[O:15])=[CH:12][CH:13]=[C:8]2[CH:7]=[C:6]1[C:19](OCC)=[O:20].C(=O)([O-])[O-].[K+].[K+]. Product: [CH3:24][C:3]1([CH3:25])[CH2:4][N:5]2[C:9]3[N:10]=[C:11]([C:14]([OH:16])=[O:15])[CH:12]=[CH:13][C:8]=3[CH:7]=[C:6]2[C:19](=[O:20])[NH:1][CH2:2]1. The catalyst class is: 8. (3) Reactant: [F:1][C:2]([F:14])([F:13])[CH:3]1[O:7][N:6]=[C:5]([C:8](OCC)=[O:9])[CH2:4]1.[BH4-].[Na+].[NH4+].[Cl-]. Product: [F:14][C:2]([F:1])([F:13])[CH:3]1[O:7][N:6]=[C:5]([CH2:8][OH:9])[CH2:4]1. The catalyst class is: 14. (4) Reactant: [N:1]1([C:6]([NH:8][C:9]2[NH:10][C:11]([CH3:16])=[CH:12][C:13](=[O:15])[N:14]=2)=[O:7])[CH:5]=[CH:4]N=C1.[Br-:17].[Br-].NCC[CH2:22][N+:23]([CH2:34][CH2:35][CH2:36][NH2:37])([CH3:33])[CH2:24][CH2:25][CH2:26][CH2:27][CH2:28][N+:29]([CH3:32])([CH3:31])[CH3:30].C([N:41]([CH:44]([CH3:46])[CH3:45])[CH2:42]C)(C)C. Product: [Br-:17].[Br-:17].[CH3:32][N+:29]([CH3:30])([CH3:31])[CH2:28][CH2:27][CH2:26][CH2:25][CH2:24][N+:23]([CH3:22])([CH2:33][CH2:4][CH2:5][NH:1][C:6]([NH:8][C:9]1[NH:10][C:11]([CH3:16])=[CH:12][C:13](=[O:15])[N:14]=1)=[O:7])[CH2:34][CH2:35][CH2:36][NH:37][C:6]([NH:1][C:42]1[NH:41][C:44]([CH3:45])=[CH:46][C:13](=[O:15])[N:14]=1)=[O:7]. The catalyst class is: 8. (5) Reactant: [F:1][C:2]1[CH:3]=[C:4]([C:9]2[N:14]3[N:15]=[C:16]([CH3:19])[C:17](I)=[C:13]3[N:12]=[C:11]([N:20]3[CH2:24][CH2:23][CH2:22][C@H:21]3[CH2:25][OH:26])[CH:10]=2)[CH:5]=[C:6]([F:8])[CH:7]=1.[CH2:27]1[O:35][C:34]2[CH:33]=[CH:32][C:31](B(O)O)=[CH:30][C:29]=2[O:28]1.C1(C)C=CC=CC=1.C([O-])(O)=O.[Na+]. Product: [CH2:27]1[O:35][C:34]2[CH:33]=[CH:32][C:31]([C:17]3[C:16]([CH3:19])=[N:15][N:14]4[C:9]([C:4]5[CH:3]=[C:2]([F:1])[CH:7]=[C:6]([F:8])[CH:5]=5)=[CH:10][C:11]([N:20]5[CH2:24][CH2:23][CH2:22][C@H:21]5[CH2:25][OH:26])=[N:12][C:13]=34)=[CH:30][C:29]=2[O:28]1. The catalyst class is: 461. (6) The catalyst class is: 346. Reactant: [C:1]([C:5]1[O:9][N:8]=[C:7]([NH:10][C:11](=[O:45])[NH:12][C:13]2[CH:14]=[C:15]([CH:42]=[CH:43][CH:44]=2)[O:16][C:17]2[C:26]3[C:21](=[CH:22][C:23]([O:29][C@H:30]4[CH2:34][CH2:33][N:32](C(OC(C)(C)C)=O)[CH2:31]4)=[C:24]([O:27][CH3:28])[CH:25]=3)[N:20]=[CH:19][N:18]=2)[CH:6]=1)([CH3:4])([CH3:3])[CH3:2].[ClH:46]. Product: [ClH:46].[ClH:46].[C:1]([C:5]1[O:9][N:8]=[C:7]([NH:10][C:11]([NH:12][C:13]2[CH:44]=[CH:43][CH:42]=[C:15]([O:16][C:17]3[C:26]4[C:21](=[CH:22][C:23]([O:29][C@H:30]5[CH2:34][CH2:33][NH:32][CH2:31]5)=[C:24]([O:27][CH3:28])[CH:25]=4)[N:20]=[CH:19][N:18]=3)[CH:14]=2)=[O:45])[CH:6]=1)([CH3:4])([CH3:2])[CH3:3]. (7) Reactant: [C:1]([C:3]1[N:8]=[C:7]([N:9]([CH3:19])[CH2:10][CH:11]2[CH2:18][CH2:17][C:14]3([CH2:16][CH2:15]3)[CH2:13][CH2:12]2)[C:6]([C:20](O)=[O:21])=[CH:5][N:4]=1)#[N:2].[C:23]1([CH2:29][C@@H:30]([NH2:37])[CH2:31][N:32]2[CH2:36][CH2:35][CH2:34][CH2:33]2)[CH:28]=[CH:27][CH:26]=[CH:25][CH:24]=1.CCN=C=NCCCN(C)C.Cl.C1C=NC2N(O)N=NC=2C=1. Product: [C:23]1([CH2:29][C@@H:30]([NH:37][C:20]([C:6]2[C:7]([N:9]([CH3:19])[CH2:10][CH:11]3[CH2:18][CH2:17][C:14]4([CH2:15][CH2:16]4)[CH2:13][CH2:12]3)=[N:8][C:3]([C:1]#[N:2])=[N:4][CH:5]=2)=[O:21])[CH2:31][N:32]2[CH2:36][CH2:35][CH2:34][CH2:33]2)[CH:24]=[CH:25][CH:26]=[CH:27][CH:28]=1. The catalyst class is: 3. (8) Reactant: C[Si]([N:5]=[N+:6]=[N-:7])(C)C.C([Sn](=O)CCCC)CCC.[CH2:18]([N:25]1[C:30]([CH3:31])=[CH:29][C:28]([O:32][CH2:33][CH2:34][CH3:35])=[C:27]([CH2:36][C:37]2[CH:42]=[CH:41][C:40]([C:43]3[C:44]([C:49]#[N:50])=[CH:45][CH:46]=[CH:47][CH:48]=3)=[CH:39][CH:38]=2)[C:26]1=[O:51])[C:19]1[CH:24]=[CH:23][CH:22]=[CH:21][CH:20]=1. Product: [NH:5]1[C:49]([C:44]2[CH:45]=[CH:46][CH:47]=[CH:48][C:43]=2[C:40]2[CH:39]=[CH:38][C:37]([CH2:36][C:27]3[C:26](=[O:51])[N:25]([CH2:18][C:19]4[CH:20]=[CH:21][CH:22]=[CH:23][CH:24]=4)[C:30]([CH3:31])=[CH:29][C:28]=3[O:32][CH2:33][CH2:34][CH3:35])=[CH:42][CH:41]=2)=[N:50][N:7]=[N:6]1. The catalyst class is: 11.